This data is from Forward reaction prediction with 1.9M reactions from USPTO patents (1976-2016). The task is: Predict the product of the given reaction. The product is: [CH3:33][N:34]1[CH2:39][CH2:38][N:37]([CH:22]2[CH2:23][CH2:24][N:19]([C:15]3[CH:14]=[C:13]([NH:12][C:9]4[N:8]=[CH:7][C:6]([O:5][CH2:4][C:3]5[C:2]([F:1])=[C:29]([F:30])[CH:28]=[C:27]([F:31])[C:26]=5[F:32])=[CH:11][N:10]=4)[CH:18]=[CH:17][CH:16]=3)[CH2:20][CH2:21]2)[CH2:36][CH2:35]1. Given the reactants [F:1][C:2]1[C:29]([F:30])=[CH:28][C:27]([F:31])=[C:26]([F:32])[C:3]=1[CH2:4][O:5][C:6]1[CH:7]=[N:8][C:9]([NH:12][C:13]2[CH:14]=[C:15]([N:19]3[CH2:24][CH2:23][C:22](=O)[CH2:21][CH2:20]3)[CH:16]=[CH:17][CH:18]=2)=[N:10][CH:11]=1.[CH3:33][N:34]1[CH2:39][CH2:38][NH:37][CH2:36][CH2:35]1.C(O[BH-](OC(=O)C)OC(=O)C)(=O)C.[Na+].C(=O)([O-])O.[Na+], predict the reaction product.